From a dataset of Catalyst prediction with 721,799 reactions and 888 catalyst types from USPTO. Predict which catalyst facilitates the given reaction. (1) Reactant: [CH2:1]([O:8][C:9]([NH:11][CH2:12][C@@H:13]([C:22](OC)=[O:23])[NH:14][C:15]([O:17][C:18]([CH3:21])([CH3:20])[CH3:19])=[O:16])=[O:10])[C:2]1[CH:7]=[CH:6][CH:5]=[CH:4][CH:3]=1.[BH4-].[Li+]. Product: [OH:23][CH2:22][CH:13]([NH:14][C:15](=[O:16])[O:17][C:18]([CH3:20])([CH3:19])[CH3:21])[CH2:12][NH:11][C:9](=[O:10])[O:8][CH2:1][C:2]1[CH:3]=[CH:4][CH:5]=[CH:6][CH:7]=1. The catalyst class is: 20. (2) The catalyst class is: 2. Product: [CH3:24][S:25]([N:12]1[CH2:11][CH2:10][CH:9]([O:8][C:7]2[CH:15]=[CH:16][C:4]([N+:1]([O-:3])=[O:2])=[CH:5][CH:6]=2)[CH2:14][CH2:13]1)(=[O:27])=[O:26]. Reactant: [N+:1]([C:4]1[CH:16]=[CH:15][C:7]([O:8][CH:9]2[CH2:14][CH2:13][NH:12][CH2:11][CH2:10]2)=[CH:6][CH:5]=1)([O-:3])=[O:2].C(N(CC)CC)C.[CH3:24][S:25](Cl)(=[O:27])=[O:26]. (3) Reactant: [Cl:1][C:2]1[CH:18]=[CH:17][C:5]([C:6]([NH:8][C:9]2[CH:14]=[CH:13][CH:12]=[CH:11][C:10]=2[O:15][CH3:16])=[O:7])=[CH:4][C:3]=1[C:19]1[C:24]([Cl:25])=[CH:23][C:22]([Cl:26])=[CH:21][N:20]=1.[H-].[Na+].Br[CH2:30][O:31][C:32](=[O:34])[CH3:33].CO. Product: [CH3:30][O:31][C:32](=[O:34])[CH2:33][N:8]([C:6](=[O:7])[C:5]1[CH:17]=[CH:18][C:2]([Cl:1])=[C:3]([C:19]2[C:24]([Cl:25])=[CH:23][C:22]([Cl:26])=[CH:21][N:20]=2)[CH:4]=1)[C:9]1[CH:14]=[CH:13][CH:12]=[CH:11][C:10]=1[O:15][CH3:16]. The catalyst class is: 3. (4) The catalyst class is: 125. Product: [NH:1]1[C:9]2[C:4](=[CH:5][CH:6]=[CH:7][CH:8]=2)[C:3](/[CH:10]=[CH:13]/[C:12]([C:15]2[CH:20]=[CH:19][CH:18]=[CH:17][CH:16]=2)=[O:14])=[CH:2]1. Reactant: [NH:1]1[C:9]2[C:4](=[CH:5][CH:6]=[CH:7][CH:8]=2)[C:3]([CH:10]=O)=[CH:2]1.[C:12]([C:15]1[CH:20]=[CH:19][CH:18]=[CH:17][CH:16]=1)(=[O:14])[CH3:13].N1CCCCC1.C(O)(=O)C. (5) Reactant: [Br:1][C:2]1[CH:3]=[C:4]([CH:28]=[CH:29][C:30]=1[OH:31])[CH2:5][C@H:6]1[C@H:14]2[C@@H:10]([N:11]([CH2:16][C:17]3[CH:22]=[CH:21][CH:20]=[C:19]([CH:23]([CH3:25])[CH3:24])[CH:18]=3)[C:12](=[O:15])[O:13]2)[CH2:9][S:8](=[O:27])(=[O:26])[CH2:7]1.N1C(C)=CC=CC=1C.[F:40][C:41]([F:54])([F:53])[S:42](O[S:42]([C:41]([F:54])([F:53])[F:40])(=[O:44])=[O:43])(=[O:44])=[O:43].Cl. Product: [Br:1][C:2]1[CH:3]=[C:4]([CH2:5][C@H:6]2[C@H:14]3[C@@H:10]([N:11]([CH2:16][C:17]4[CH:22]=[CH:21][CH:20]=[C:19]([CH:23]([CH3:25])[CH3:24])[CH:18]=4)[C:12](=[O:15])[O:13]3)[CH2:9][S:8](=[O:27])(=[O:26])[CH2:7]2)[CH:28]=[CH:29][C:30]=1[O:31][S:42]([C:41]([F:54])([F:53])[F:40])(=[O:44])=[O:43]. The catalyst class is: 2.